Dataset: Experimentally validated miRNA-target interactions with 360,000+ pairs, plus equal number of negative samples. Task: Binary Classification. Given a miRNA mature sequence and a target amino acid sequence, predict their likelihood of interaction. The miRNA is hsa-miR-519e-5p with sequence UUCUCCAAAAGGGAGCACUUUC. The protein sequence of the target gene is MAAAVRPGAEPWNRVRIPQAGNCSTLTVRDPSATLDICTAAVTKGCHLVTQSLKSQTLDAEVDVLCSVLYSNHNRLGHHKPHLALRQVEQCLKRLKHMNLEGSIEDLSQLLSANATQPGATENRVVPSQPVVEVVLMKVLGGCKLLLRLLDCCCKAFLLTVKHLGLKEFIILNLVMVGLVSRLWVLHKGLLRRLISLYEPLLSLRQEISSIHPMPYFKDFAFPSDITDFLGPSYLEVFKVKTPAASATKGVTKLLNKLFLMREQLPKMNEDTLDRLSKPSEQMTSNPQSTVDLGQPVKAC.... Result: 0 (no interaction).